From a dataset of Peptide-MHC class II binding affinity with 134,281 pairs from IEDB. Regression. Given a peptide amino acid sequence and an MHC pseudo amino acid sequence, predict their binding affinity value. This is MHC class II binding data. (1) The peptide sequence is KVTAKGVSEANTCAA. The MHC is DRB1_0401 with pseudo-sequence DRB1_0401. The binding affinity (normalized) is 0.539. (2) The peptide sequence is PQPELPYPQPQLPY. The MHC is DRB1_0301 with pseudo-sequence DRB1_0301. The binding affinity (normalized) is 0.164. (3) The peptide sequence is NDDVDQSLIIAARNI. The MHC is DRB1_1302 with pseudo-sequence DRB1_1302. The binding affinity (normalized) is 0.369. (4) The peptide sequence is SGTNNKTMAVCTNAK. The MHC is HLA-DPA10201-DPB10501 with pseudo-sequence HLA-DPA10201-DPB10501. The binding affinity (normalized) is 0.149. (5) The peptide sequence is GELQIVDKIDAAGKI. The MHC is DRB1_0701 with pseudo-sequence DRB1_0701. The binding affinity (normalized) is 0.803. (6) The peptide sequence is SLSELTDALRTLGST. The MHC is HLA-DQA10301-DQB10302 with pseudo-sequence HLA-DQA10301-DQB10302. The binding affinity (normalized) is 0.0826.